Dataset: Full USPTO retrosynthesis dataset with 1.9M reactions from patents (1976-2016). Task: Predict the reactants needed to synthesize the given product. (1) Given the product [C:6]1([N:5]2[CH:17]=[CH:18][CH:19]=[CH:20][CH:15]2[NH2:16])[CH:11]=[CH:10][CH:9]=[CH:8][CH:7]=1, predict the reactants needed to synthesize it. The reactants are: C(=O)([O-])N.[NH2:5][C:6]1[CH:11]=[CH:10][CH:9]=[CH:8][CH:7]=1.[H-].[Na+].F[C:15]1[CH:20]=[CH:19][CH:18]=[CH:17][N:16]=1.C([O-])(O)=O.[Na+]. (2) The reactants are: [O:1]=[C:2]([N:17]1[CH2:21][CH2:20][CH2:19][CH2:18]1)[CH2:3][N:4]1[CH2:9][CH2:8][N:7]([C:10]2[N:15]=[CH:14][N:13]=[C:12]([NH2:16])[CH:11]=2)[CH2:6][CH2:5]1.[H-].[Na+].Cl[C:25]1[S:26][C:27]([C:30]#[N:31])=[CH:28][N:29]=1. Given the product [O:1]=[C:2]([N:17]1[CH2:18][CH2:19][CH2:20][CH2:21]1)[CH2:3][N:4]1[CH2:5][CH2:6][N:7]([C:10]2[N:15]=[CH:14][N:13]=[C:12]([NH:16][C:25]3[S:26][C:27]([C:30]#[N:31])=[CH:28][N:29]=3)[CH:11]=2)[CH2:8][CH2:9]1, predict the reactants needed to synthesize it. (3) Given the product [Br:1][C:2]1[CH:3]=[C:4]2[C:9](=[CH:10][CH:11]=1)[C:8](=[O:12])[NH:7][C:6](=[O:13])[C:5]2=[CH:14][NH:29][C:26]1[CH:25]=[CH:24][C:23]([CH2:22][N:17]2[CH2:21][CH2:20][CH2:19][CH2:18]2)=[CH:28][CH:27]=1, predict the reactants needed to synthesize it. The reactants are: [Br:1][C:2]1[CH:3]=[C:4]2[C:9](=[CH:10][CH:11]=1)[C:8](=[O:12])[NH:7][C:6](=[O:13])[C:5]2=[CH:14]OC.[N:17]1([CH2:22][C:23]2[CH:28]=[CH:27][C:26]([NH2:29])=[CH:25][CH:24]=2)[CH2:21][CH2:20][CH2:19][CH2:18]1. (4) Given the product [OH:17][C:16]1[C:11]([CH:8]2[CH2:7][CH2:6][C:5](=[O:4])[CH2:10][CH2:9]2)=[N:12][CH:13]=[CH:14][CH:15]=1, predict the reactants needed to synthesize it. The reactants are: O1[C:5]2([CH2:10][CH2:9][CH:8]([C:11]3[C:16]([OH:17])=[CH:15][CH:14]=[CH:13][N:12]=3)[CH2:7][CH2:6]2)[O:4]CC1.Cl.C([O-])(O)=O.[Na+]. (5) Given the product [CH2:1]([O:8][C:9]1[CH:10]=[C:11]2[C:16](=[CH:17][CH:18]=1)[CH:15]=[C:14]([C:19]([NH:21][C@@H:22]([C:30]([OH:32])=[O:31])[CH2:23][C:24]1[CH:29]=[CH:28][CH:27]=[CH:26][CH:25]=1)=[O:20])[CH:13]=[CH:12]2)[C:2]1[CH:3]=[CH:4][CH:5]=[CH:6][CH:7]=1, predict the reactants needed to synthesize it. The reactants are: [CH2:1]([O:8][C:9]1[CH:10]=[C:11]2[C:16](=[CH:17][CH:18]=1)[CH:15]=[C:14]([C:19]([NH:21][C@@H:22]([C:30]([O:32]C(C)(C)C)=[O:31])[CH2:23][C:24]1[CH:29]=[CH:28][CH:27]=[CH:26][CH:25]=1)=[O:20])[CH:13]=[CH:12]2)[C:2]1[CH:7]=[CH:6][CH:5]=[CH:4][CH:3]=1. (6) Given the product [O:1]([CH2:18][CH:13]=[CH2:14])[C@H:2]1[O:10][C@H:9]([CH2:11][OH:12])[C@H:7]([OH:8])[C@H:5]([OH:6])[C@H:3]1[OH:4], predict the reactants needed to synthesize it. The reactants are: [O:1]=[CH:2][C@@H:3]([C@H:5]([C@H:7]([C@@H:9]([CH2:11][OH:12])[OH:10])[OH:8])[OH:6])[OH:4].[C:13]1(C)[CH:18]=CC(S(O)(=O)=O)=C[CH:14]=1. (7) Given the product [NH2:8][C:6]1[C:5]([F:11])=[CH:4][C:3]([OH:12])=[C:2]([Cl:1])[CH:7]=1, predict the reactants needed to synthesize it. The reactants are: [Cl:1][C:2]1[CH:7]=[C:6]([N+:8]([O-])=O)[C:5]([F:11])=[CH:4][C:3]=1[OH:12].[NH4+].[Cl-]. (8) Given the product [Cl:39][C:32]1[CH:31]=[C:30]([C:27]2[CH:28]=[CH:29][N:25]([CH2:24][C@@H:23]([NH:22][C:9]([C:7]3[N:8]=[C:4]([CH2:3][C:2]([F:1])([F:21])[F:20])[N:5]([CH2:12][O:13][CH2:14][CH2:15][Si:16]([CH3:19])([CH3:18])[CH3:17])[CH:6]=3)=[O:11])[CH3:40])[N:26]=2)[CH:37]=[C:36]([F:38])[C:33]=1[C:34]#[N:35], predict the reactants needed to synthesize it. The reactants are: [F:1][C:2]([F:21])([F:20])[CH2:3][C:4]1[N:5]([CH2:12][O:13][CH2:14][CH2:15][Si:16]([CH3:19])([CH3:18])[CH3:17])[CH:6]=[C:7]([C:9]([OH:11])=O)[N:8]=1.[NH2:22][C@@H:23]([CH3:40])[CH2:24][N:25]1[CH:29]=[CH:28][C:27]([C:30]2[CH:37]=[C:36]([F:38])[C:33]([C:34]#[N:35])=[C:32]([Cl:39])[CH:31]=2)=[N:26]1. (9) Given the product [Br:1][C:2]1[CH:3]=[C:4]2[C:9](=[CH:10][CH:11]=1)[CH:8]=[C:7]([CH2:12][CH2:13][N:16]1[CH2:17][CH2:18][CH2:19][C@H:15]1[CH3:14])[CH:6]=[CH:5]2, predict the reactants needed to synthesize it. The reactants are: [Br:1][C:2]1[CH:11]=[CH:10][C:9]2[C:4](=[CH:5][CH:6]=[C:7]([CH:12]=[CH2:13])[CH:8]=2)[CH:3]=1.[CH3:14][C@@H:15]1[CH2:19][CH2:18][CH2:17][NH:16]1.C([Li])CCC. (10) Given the product [I-:7].[CH3:1][O:2][CH2:3][CH2:4][CH2:5][CH2:6][P+:14]([C:15]1[CH:16]=[CH:17][CH:18]=[CH:19][CH:20]=1)([C:21]1[CH:26]=[CH:25][CH:24]=[CH:23][CH:22]=1)[C:8]1[CH:9]=[CH:10][CH:11]=[CH:12][CH:13]=1, predict the reactants needed to synthesize it. The reactants are: [CH3:1][O:2][CH2:3][CH2:4][CH2:5][CH2:6][I:7].[C:8]1([P:14]([C:21]2[CH:26]=[CH:25][CH:24]=[CH:23][CH:22]=2)[C:15]2[CH:20]=[CH:19][CH:18]=[CH:17][CH:16]=2)[CH:13]=[CH:12][CH:11]=[CH:10][CH:9]=1.